The task is: Predict the reactants needed to synthesize the given product.. This data is from Full USPTO retrosynthesis dataset with 1.9M reactions from patents (1976-2016). (1) Given the product [N:16]1([C:2]2[CH:12]=[CH:11][C:5]([C:6]([OH:8])=[O:7])=[CH:4][C:3]=2[N+:13]([O-:15])=[O:14])[CH2:21][CH2:20][O:19][CH2:18][CH2:17]1, predict the reactants needed to synthesize it. The reactants are: F[C:2]1[CH:12]=[CH:11][C:5]([C:6]([O:8]CC)=[O:7])=[CH:4][C:3]=1[N+:13]([O-:15])=[O:14].[NH:16]1[CH2:21][CH2:20][O:19][CH2:18][CH2:17]1.[OH-].[Li+]. (2) The reactants are: Br[C:2]1[CH:7]=[CH:6][C:5]([C@H:8]([N:10]([CH2:21][CH:22]([CH3:24])[CH3:23])[S:11]([CH2:14][C:15]2[CH:20]=[CH:19][CH:18]=[CH:17][CH:16]=2)(=[O:13])=[O:12])[CH3:9])=[CH:4][CH:3]=1.[C:25]([C:28]1[CH:33]=[CH:32][C:31](B(O)O)=[CH:30][CH:29]=1)(=[O:27])[NH2:26].C([O-])(=O)C.[K+].C(=O)([O-])[O-].[Na+].[Na+]. Given the product [CH2:21]([N:10]([S:11]([CH2:14][C:15]1[CH:20]=[CH:19][CH:18]=[CH:17][CH:16]=1)(=[O:13])=[O:12])[C@@H:8]([C:5]1[CH:6]=[CH:7][C:2]([C:31]2[CH:32]=[CH:33][C:28]([C:25]([NH2:26])=[O:27])=[CH:29][CH:30]=2)=[CH:3][CH:4]=1)[CH3:9])[CH:22]([CH3:24])[CH3:23], predict the reactants needed to synthesize it. (3) Given the product [C:1]([O:5][C:6]([NH:8][C@@H:9]([CH2:13][NH:14][S:29]([C:20]1[CH:19]=[CH:18][CH:26]=[CH:25][C:21]=1[N+:22]([O-:24])=[O:23])(=[O:30])=[O:28])[C:10]([OH:12])=[O:11])=[O:7])([CH3:4])([CH3:3])[CH3:2], predict the reactants needed to synthesize it. The reactants are: [C:1]([O:5][C:6]([NH:8][C@@H:9]([CH2:13][NH2:14])[C:10]([OH:12])=[O:11])=[O:7])([CH3:4])([CH3:3])[CH3:2].S(Cl)([C:18]1[CH:26]=[CH:25][C:21]([N+:22]([O-:24])=[O:23])=[CH:20][CH:19]=1)(=O)=O.[OH:28][S:29](O)(=O)=[O:30].